This data is from NCI-60 drug combinations with 297,098 pairs across 59 cell lines. The task is: Regression. Given two drug SMILES strings and cell line genomic features, predict the synergy score measuring deviation from expected non-interaction effect. Drug 1: CC1=C(N=C(N=C1N)C(CC(=O)N)NCC(C(=O)N)N)C(=O)NC(C(C2=CN=CN2)OC3C(C(C(C(O3)CO)O)O)OC4C(C(C(C(O4)CO)O)OC(=O)N)O)C(=O)NC(C)C(C(C)C(=O)NC(C(C)O)C(=O)NCCC5=NC(=CS5)C6=NC(=CS6)C(=O)NCCC[S+](C)C)O. Drug 2: C1=NNC2=C1C(=O)NC=N2. Cell line: SK-MEL-28. Synergy scores: CSS=-0.623, Synergy_ZIP=-0.883, Synergy_Bliss=-0.305, Synergy_Loewe=-3.39, Synergy_HSA=-2.32.